The task is: Regression. Given a peptide amino acid sequence and an MHC pseudo amino acid sequence, predict their binding affinity value. This is MHC class I binding data.. This data is from Peptide-MHC class I binding affinity with 185,985 pairs from IEDB/IMGT. (1) The peptide sequence is KVKSLKLLN. The MHC is H-2-Db with pseudo-sequence H-2-Db. The binding affinity (normalized) is 0. (2) The peptide sequence is MCSNGSLQCR. The MHC is HLA-A33:01 with pseudo-sequence HLA-A33:01. The binding affinity (normalized) is 0.395.